This data is from Forward reaction prediction with 1.9M reactions from USPTO patents (1976-2016). The task is: Predict the product of the given reaction. (1) Given the reactants [C:1]([C:5]1[CH:10]=[CH:9][C:8]([C:11]2[N:12]([C:31](Cl)=[O:32])[CH:13]([C:24]3[CH:29]=[CH:28][C:27]([Cl:30])=[CH:26][CH:25]=3)[C:14]([C:17]3[CH:22]=[CH:21][C:20]([Cl:23])=[CH:19][CH:18]=3)([CH3:16])[N:15]=2)=[C:7]([O:34][CH2:35][CH3:36])[CH:6]=1)([CH3:4])([CH3:3])[CH3:2].[CH3:37][N:38]([CH3:47])[C:39]([N:41]1[CH2:46][CH2:45][NH:44][CH2:43][CH2:42]1)=[O:40], predict the reaction product. The product is: [CH3:37][N:38]([CH3:47])[C:39]([N:41]1[CH2:42][CH2:43][N:44]([C:31]([N:12]2[C@H:13]([C:24]3[CH:25]=[CH:26][C:27]([Cl:30])=[CH:28][CH:29]=3)[C@@:14]([C:17]3[CH:22]=[CH:21][C:20]([Cl:23])=[CH:19][CH:18]=3)([CH3:16])[N:15]=[C:11]2[C:8]2[CH:9]=[CH:10][C:5]([C:1]([CH3:4])([CH3:2])[CH3:3])=[CH:6][C:7]=2[O:34][CH2:35][CH3:36])=[O:32])[CH2:45][CH2:46]1)=[O:40]. (2) Given the reactants [CH:1]([C:4]1[CH:18]=[C:17]([O:19]C)[C:16]([C:21]#[C:22][Si](C)(C)C)=[CH:15][C:5]=1[O:6][C:7]1[C:8]([NH2:14])=[N:9][C:10]([NH2:13])=[N:11][CH:12]=1)([CH3:3])[CH3:2].B(Br)(Br)Br.C([O-])(O)=O.[Na+], predict the reaction product. The product is: [NH2:13][C:10]1[N:9]=[C:8]([NH2:14])[C:7]([O:6][C:5]2[C:4]([CH:1]([CH3:3])[CH3:2])=[CH:18][C:17]([OH:19])=[C:16]([C:21]#[CH:22])[CH:15]=2)=[CH:12][N:11]=1. (3) Given the reactants N#N.Cl[C:4]1[CH:9]=[CH:8][N:7]2[C:10]([C:13]3[CH:18]=[CH:17][C:16]([CH2:19][OH:20])=[CH:15][CH:14]=3)=[CH:11][N:12]=[C:6]2[CH:5]=1.[CH3:21][S:22]([C:25]1[CH:30]=[CH:29][C:28](B(O)O)=[CH:27][CH:26]=1)(=[O:24])=[O:23].[O-]P([O-])([O-])=O.[K+].[K+].[K+], predict the reaction product. The product is: [CH3:21][S:22]([C:25]1[CH:30]=[CH:29][C:28]([C:4]2[CH:9]=[CH:8][N:7]3[C:10]([C:13]4[CH:18]=[CH:17][C:16]([CH2:19][OH:20])=[CH:15][CH:14]=4)=[CH:11][N:12]=[C:6]3[CH:5]=2)=[CH:27][CH:26]=1)(=[O:24])=[O:23]. (4) Given the reactants C[O:2][C:3](=[O:29])[C@@H:4]([O:26][CH2:27][CH3:28])[CH2:5][C:6]1[CH:11]=[CH:10][C:9]([O:12][CH2:13][C:14]2[N:15]=[C:16]([C:19]3[CH:24]=[CH:23][CH:22]=[CH:21][CH:20]=3)[O:17][CH:18]=2)=[CH:8][C:7]=1[CH3:25].[Li+].[OH-], predict the reaction product. The product is: [CH2:27]([O:26][C@@H:4]([CH2:5][C:6]1[CH:11]=[CH:10][C:9]([O:12][CH2:13][C:14]2[N:15]=[C:16]([C:19]3[CH:20]=[CH:21][CH:22]=[CH:23][CH:24]=3)[O:17][CH:18]=2)=[CH:8][C:7]=1[CH3:25])[C:3]([OH:29])=[O:2])[CH3:28]. (5) Given the reactants [CH3:1][N:2]([CH3:46])[CH2:3][C:4]([O:6][C@H:7]([CH3:45])[CH2:8][N:9]1[C:13]([CH3:14])=[C:12]([C:15](=[O:37])[NH:16][C:17]2[CH:22]=[CH:21][C:20]([O:23][C:24]3[C:33]4[C:28](=[CH:29][C:30]([O:34][CH3:35])=[CH:31][CH:32]=4)[N:27]=[CH:26][CH:25]=3)=[C:19]([F:36])[CH:18]=2)[C:11](=[O:38])[N:10]1[C:39]1[CH:44]=[CH:43][CH:42]=[CH:41][CH:40]=1)=[O:5].[C:47]([OH:54])(=[O:53])/[CH:48]=[CH:49]/[C:50]([OH:52])=[O:51], predict the reaction product. The product is: [C:47]([OH:54])(=[O:53])/[CH:48]=[CH:49]/[C:50]([OH:52])=[O:51].[CH3:46][N:2]([CH3:1])[CH2:3][C:4]([O:6][C@H:7]([CH3:45])[CH2:8][N:9]1[C:13]([CH3:14])=[C:12]([C:15](=[O:37])[NH:16][C:17]2[CH:22]=[CH:21][C:20]([O:23][C:24]3[C:33]4[C:28](=[CH:29][C:30]([O:34][CH3:35])=[CH:31][CH:32]=4)[N:27]=[CH:26][CH:25]=3)=[C:19]([F:36])[CH:18]=2)[C:11](=[O:38])[N:10]1[C:39]1[CH:40]=[CH:41][CH:42]=[CH:43][CH:44]=1)=[O:5]. (6) Given the reactants [F:1][C:2]1[CH:7]=[CH:6][CH:5]=[CH:4][C:3]=1[NH:8][C:9](=[O:15])[O:10][C:11]([CH3:14])([CH3:13])[CH3:12].C1(C)C=CC=CC=1.C([Li])(C)(C)C.CN(C)[CH:30]=[O:31], predict the reaction product. The product is: [F:1][C:2]1[CH:7]=[CH:6][CH:5]=[C:4]([CH:30]=[O:31])[C:3]=1[NH:8][C:9](=[O:15])[O:10][C:11]([CH3:12])([CH3:14])[CH3:13].